This data is from Reaction yield outcomes from USPTO patents with 853,638 reactions. The task is: Predict the reaction yield, written as a fraction of the theoretical maximum amount of product (1.0 means a 100% yield; for example, 0.34 means a 34% yield). (1) The reactants are [CH2:1]([O:3][C:4](=[O:19])[NH:5][C:6]1[C:11]([F:12])=[CH:10][CH:9]=[C:8]([O:13][C:14]([F:17])([F:16])[F:15])[C:7]=1I)[CH3:2].CCN(CC)CC.[Si:27]([C:31]#[CH:32])([CH3:30])([CH3:29])[CH3:28]. The catalyst is C1COCC1.[Cu]I. The product is [CH2:1]([O:3][C:4](=[O:19])[NH:5][C:6]1[C:11]([F:12])=[CH:10][CH:9]=[C:8]([O:13][C:14]([F:17])([F:16])[F:15])[C:7]=1[C:32]#[C:31][Si:27]([CH3:30])([CH3:29])[CH3:28])[CH3:2]. The yield is 0.930. (2) The reactants are [CH2:1]([O:4][CH2:5][CH2:6][O:7][CH2:8][CH:9]=[CH2:10])[CH:2]=[CH2:3].[Cl:11][SiH:12]([Cl:14])[Cl:13]. The catalyst is O.Cl.Cl.Cl[Pt](Cl)(Cl)Cl. The product is [Cl:11][Si:12]([Cl:14])([Cl:13])[CH2:3][CH2:2][CH2:1][O:4][CH2:5][CH2:6][O:7][CH2:8][CH2:9][CH2:10][Si:12]([Cl:14])([Cl:13])[Cl:11]. The yield is 0.700. (3) The reactants are [CH3:1][O:2][C:3]([C:5]1[C:10]([O:11][CH2:12][C:13]2[CH:18]=[CH:17][CH:16]=[CH:15][CH:14]=2)=[C:9](Br)[CH:8]=[C:7]([Br:20])[N:6]=1)=[O:4].[CH3:21][S-:22].[Na+]. The catalyst is CN(C=O)C. The product is [CH3:1][O:2][C:3]([C:5]1[C:10]([O:11][CH2:12][C:13]2[CH:18]=[CH:17][CH:16]=[CH:15][CH:14]=2)=[C:9]([S:22][CH3:21])[CH:8]=[C:7]([Br:20])[N:6]=1)=[O:4]. The yield is 0.990. (4) The reactants are Cl[C:2]1[N:3]=[C:4]([OH:12])[C:5]2[CH:11]=[CH:10][N:9]=[CH:8][C:6]=2[N:7]=1.[C:13]1([CH:19]2[CH2:24][CH2:23][CH2:22][N:21]([C:25]3[CH:30]=[CH:29][C:28]([OH:31])=[CH:27][CH:26]=3)[CH2:20]2)[CH:18]=[CH:17][CH:16]=[CH:15][CH:14]=1. No catalyst specified. The product is [C:13]1([CH:19]2[CH2:24][CH2:23][CH2:22][N:21]([C:25]3[CH:26]=[CH:27][C:28]([O:31][C:2]4[N:3]=[C:4]([OH:12])[C:5]5[CH:11]=[CH:10][N:9]=[CH:8][C:6]=5[N:7]=4)=[CH:29][CH:30]=3)[CH2:20]2)[CH:14]=[CH:15][CH:16]=[CH:17][CH:18]=1. The yield is 0.150. (5) The reactants are [F:1][C:2]1[CH:3]=[CH:4][CH:5]=[C:6]2[C:10]=1[N:9]([Si:11]([CH:18]([CH3:20])[CH3:19])([CH:15]([CH3:17])[CH3:16])[CH:12]([CH3:14])[CH3:13])[CH:8]=[CH:7]2.C([Li])(CC)C.C(O[B:30]1[O:34][C:33]([CH3:36])([CH3:35])[C:32]([CH3:38])([CH3:37])[O:31]1)(C)C. The catalyst is C1COCC1. The product is [F:1][C:2]1[C:3]([B:30]2[O:34][C:33]([CH3:36])([CH3:35])[C:32]([CH3:38])([CH3:37])[O:31]2)=[CH:4][CH:5]=[C:6]2[C:10]=1[N:9]([Si:11]([CH:15]([CH3:17])[CH3:16])([CH:18]([CH3:20])[CH3:19])[CH:12]([CH3:13])[CH3:14])[CH:8]=[CH:7]2. The yield is 0.730. (6) The reactants are Br[C:2]1[S:19][C:5]2[C:6]3[N:14]=[CH:13][C:12]([C:15]([O:17][CH3:18])=[O:16])=[CH:11][C:7]=3[O:8][CH2:9][CH2:10][C:4]=2[CH:3]=1.[F:20][C:21]1[C:26](B(O)O)=[CH:25][CH:24]=[CH:23][N:22]=1. No catalyst specified. The product is [F:20][C:21]1[C:26]([C:2]2[S:19][C:5]3[C:6]4[N:14]=[CH:13][C:12]([C:15]([O:17][CH3:18])=[O:16])=[CH:11][C:7]=4[O:8][CH2:9][CH2:10][C:4]=3[CH:3]=2)=[CH:25][CH:24]=[CH:23][N:22]=1. The yield is 0.610.